The task is: Predict the reaction yield, written as a fraction of the theoretical maximum amount of product (1.0 means a 100% yield; for example, 0.34 means a 34% yield).. This data is from Reaction yield outcomes from USPTO patents with 853,638 reactions. (1) The reactants are [H-].[Na+].[O:3]=[C:4]1[CH2:13][N:12]2[C@H:14]3[CH2:19][CH2:18][N:17]([C:20]([O:22][CH2:23][CH3:24])=[O:21])[CH2:16][C@H:15]3[C:10]3[C:11]2=[C:6]([CH:7]=[CH:8][CH:9]=3)[NH:5]1.I[CH3:26]. The catalyst is CCCCCC.CN(C)C=O. The product is [CH3:26][N:5]1[C:6]2[CH:7]=[CH:8][CH:9]=[C:10]3[C@@H:15]4[CH2:16][N:17]([C:20]([O:22][CH2:23][CH3:24])=[O:21])[CH2:18][CH2:19][C@@H:14]4[N:12]([C:11]=23)[CH2:13][C:4]1=[O:3]. The yield is 0.870. (2) The reactants are C([O-])([O-])=O.[Na+].[Na+].[CH2:7]([O:9][C:10]([C:12]1[NH:13][C:14](Br)=[CH:15][CH:16]=1)=[O:11])[CH3:8].[C:18]1(B(O)O)[CH:23]=[CH:22][CH:21]=[CH:20][CH:19]=1. The catalyst is C1(C)C=CC=CC=1.O.O.C1C=CC([P]([Pd]([P](C2C=CC=CC=2)(C2C=CC=CC=2)C2C=CC=CC=2)([P](C2C=CC=CC=2)(C2C=CC=CC=2)C2C=CC=CC=2)[P](C2C=CC=CC=2)(C2C=CC=CC=2)C2C=CC=CC=2)(C2C=CC=CC=2)C2C=CC=CC=2)=CC=1. The product is [CH2:7]([O:9][C:10]([C:12]1[NH:13][C:14]([C:18]2[CH:23]=[CH:22][CH:21]=[CH:20][CH:19]=2)=[CH:15][CH:16]=1)=[O:11])[CH3:8]. The yield is 0.679. (3) The reactants are [NH2:1][C:2]1[CH:7]=[CH:6][CH:5]=[CH:4][C:3]=1[SH:8].Cl[CH2:10][C:11](=O)[CH2:12][C:13]([O:15][CH2:16][CH3:17])=[O:14]. The catalyst is CO. The product is [CH2:16]([O:15][C:13](=[O:14])[CH2:12][C:11]1[NH:1][C:2]2[CH:7]=[CH:6][CH:5]=[CH:4][C:3]=2[S:8][CH:10]=1)[CH3:17]. The yield is 0.910. (4) The reactants are [CH2:1]([O:3][C:4](=[O:17])[CH:5]([O:14][CH2:15][CH3:16])[CH2:6][C:7]1[CH:12]=[CH:11][C:10]([OH:13])=[CH:9][CH:8]=1)[CH3:2].[C:18]([C:20]1[CH:28]=[CH:27][C:23]([CH2:24][CH2:25]O)=[CH:22][CH:21]=1)#[N:19]. The catalyst is C(OCC)(=O)C. The product is [CH2:1]([O:3][C:4](=[O:17])[CH:5]([O:14][CH2:15][CH3:16])[CH2:6][C:7]1[CH:8]=[CH:9][C:10]([O:13][CH2:25][CH2:24][C:23]2[CH:27]=[CH:28][C:20]([C:18]#[N:19])=[CH:21][CH:22]=2)=[CH:11][CH:12]=1)[CH3:2]. The yield is 0.620. (5) The product is [ClH:24].[CH2:20]([N:5]([CH2:1][CH2:2][CH2:3][CH3:4])[CH2:6][CH2:7][CH2:8][O:9][C:10]1[CH:19]=[CH:18][C:13]([C:14]([OH:16])=[O:15])=[CH:12][CH:11]=1)[CH2:21][CH2:22][CH3:23]. The reactants are [CH2:1]([N:5]([CH2:20][CH2:21][CH2:22][CH3:23])[CH2:6][CH2:7][CH2:8][O:9][C:10]1[CH:19]=[CH:18][C:13]([C:14]([O:16]C)=[O:15])=[CH:12][CH:11]=1)[CH2:2][CH2:3][CH3:4].[ClH:24]. The yield is 0.857. No catalyst specified.